Dataset: CYP2C19 inhibition data for predicting drug metabolism from PubChem BioAssay. Task: Regression/Classification. Given a drug SMILES string, predict its absorption, distribution, metabolism, or excretion properties. Task type varies by dataset: regression for continuous measurements (e.g., permeability, clearance, half-life) or binary classification for categorical outcomes (e.g., BBB penetration, CYP inhibition). Dataset: cyp2c19_veith. (1) The drug is CN(C)C/C=C(\c1ccc(Br)cc1)c1cccnc1. The result is 0 (non-inhibitor). (2) The drug is CN1C[C@H](CNC(=O)OCc2ccccc2)C[C@H]2c3cccc4c3c(cn4C)C[C@@H]21. The result is 0 (non-inhibitor).